From a dataset of NCI-60 drug combinations with 297,098 pairs across 59 cell lines. Regression. Given two drug SMILES strings and cell line genomic features, predict the synergy score measuring deviation from expected non-interaction effect. (1) Drug 1: CC1C(C(CC(O1)OC2CC(CC3=C2C(=C4C(=C3O)C(=O)C5=C(C4=O)C(=CC=C5)OC)O)(C(=O)C)O)N)O.Cl. Drug 2: CCC(=C(C1=CC=CC=C1)C2=CC=C(C=C2)OCCN(C)C)C3=CC=CC=C3.C(C(=O)O)C(CC(=O)O)(C(=O)O)O. Cell line: SK-OV-3. Synergy scores: CSS=22.9, Synergy_ZIP=3.18, Synergy_Bliss=7.16, Synergy_Loewe=8.17, Synergy_HSA=8.17. (2) Drug 1: C1=CN(C(=O)N=C1N)C2C(C(C(O2)CO)O)(F)F. Drug 2: CC1CCC2CC(C(=CC=CC=CC(CC(C(=O)C(C(C(=CC(C(=O)CC(OC(=O)C3CCCCN3C(=O)C(=O)C1(O2)O)C(C)CC4CCC(C(C4)OC)OP(=O)(C)C)C)C)O)OC)C)C)C)OC. Cell line: SW-620. Synergy scores: CSS=60.6, Synergy_ZIP=0.489, Synergy_Bliss=-0.691, Synergy_Loewe=-0.280, Synergy_HSA=4.46. (3) Drug 1: CC1=C2C(C(=O)C3(C(CC4C(C3C(C(C2(C)C)(CC1OC(=O)C(C(C5=CC=CC=C5)NC(=O)C6=CC=CC=C6)O)O)OC(=O)C7=CC=CC=C7)(CO4)OC(=O)C)O)C)OC(=O)C. Drug 2: CNC(=O)C1=NC=CC(=C1)OC2=CC=C(C=C2)NC(=O)NC3=CC(=C(C=C3)Cl)C(F)(F)F. Cell line: MDA-MB-435. Synergy scores: CSS=67.4, Synergy_ZIP=12.8, Synergy_Bliss=8.58, Synergy_Loewe=-51.4, Synergy_HSA=9.65. (4) Drug 1: CN(CC1=CN=C2C(=N1)C(=NC(=N2)N)N)C3=CC=C(C=C3)C(=O)NC(CCC(=O)O)C(=O)O. Cell line: KM12. Drug 2: C1CN(P(=O)(OC1)NCCCl)CCCl. Synergy scores: CSS=63.0, Synergy_ZIP=-2.97, Synergy_Bliss=-4.12, Synergy_Loewe=-62.2, Synergy_HSA=-4.17. (5) Drug 1: C1=C(C(=O)NC(=O)N1)F. Drug 2: CC1=C2C(C(=O)C3(C(CC4C(C3C(C(C2(C)C)(CC1OC(=O)C(C(C5=CC=CC=C5)NC(=O)C6=CC=CC=C6)O)O)OC(=O)C7=CC=CC=C7)(CO4)OC(=O)C)O)C)OC(=O)C. Cell line: NCI-H226. Synergy scores: CSS=35.7, Synergy_ZIP=-3.58, Synergy_Bliss=0.345, Synergy_Loewe=-15.0, Synergy_HSA=5.04.